Predict which catalyst facilitates the given reaction. From a dataset of Catalyst prediction with 721,799 reactions and 888 catalyst types from USPTO. (1) Reactant: [O-]CC.[Na+].Cl.[CH:6]([NH2:8])=[NH:7].[C:9]([O:13][C:14]([N:16]1[CH2:21][CH2:20][CH:19]([C:22](=O)[C:23]([F:26])([F:25])[F:24])[C:18](=O)[CH2:17]1)=[O:15])([CH3:12])([CH3:11])[CH3:10]. Product: [C:9]([O:13][C:14]([N:16]1[CH2:21][CH2:20][C:19]2[C:22]([C:23]([F:26])([F:24])[F:25])=[N:8][CH:6]=[N:7][C:18]=2[CH2:17]1)=[O:15])([CH3:12])([CH3:10])[CH3:11]. The catalyst class is: 8. (2) Reactant: [N+:1]([C:4]1[C:5]([CH3:11])=[CH:6][C:7]([OH:10])=[CH:8][CH:9]=1)([O-:3])=[O:2].C1(P(C2C=CC=CC=2)C2C=CC=CC=2)C=CC=CC=1.N(C(OC(C)C)=O)=NC(OC(C)C)=O.[N:45]1[CH:50]=[CH:49][CH:48]=[CH:47][C:46]=1[CH2:51][CH2:52]O. Product: [CH3:11][C:5]1[CH:6]=[C:7]([O:10][CH2:52][CH2:51][C:46]2[CH:47]=[CH:48][CH:49]=[CH:50][N:45]=2)[CH:8]=[CH:9][C:4]=1[N+:1]([O-:3])=[O:2]. The catalyst class is: 7.